This data is from Retrosynthesis with 50K atom-mapped reactions and 10 reaction types from USPTO. The task is: Predict the reactants needed to synthesize the given product. Given the product CC1CN(c2ccc(C(=O)Nc3ccc(Cl)c(-c4ccccn4)c3)cn2)CC(C)O1, predict the reactants needed to synthesize it. The reactants are: CC1CNCC(C)O1.O=C(Nc1ccc(Cl)c(-c2ccccn2)c1)c1ccc(Cl)nc1.